Dataset: Forward reaction prediction with 1.9M reactions from USPTO patents (1976-2016). Task: Predict the product of the given reaction. (1) Given the reactants [CH3:1][CH:2]([C:4]1[NH:12][C:7]2=[N:8][CH:9]=[CH:10][CH:11]=[C:6]2[CH:5]=1)[CH3:3].ClC1C=CC=C(C(OO)=[O:21])C=1, predict the reaction product. The product is: [CH3:3][CH:2]([C:4]1[NH:12][C:7]2=[N+:8]([O-:21])[CH:9]=[CH:10][CH:11]=[C:6]2[CH:5]=1)[CH3:1]. (2) Given the reactants C([O:8][P:9]([O:19][C:20]1[CH:25]=[CH:24][C:23]([CH:26]2[CH2:31][CH2:30][CH2:29][CH2:28][CH2:27]2)=[C:22]([O:32][P:33]([O:43]CC2C=CC=CC=2)([O:35]CC2C=CC=CC=2)=[O:34])[CH:21]=1)([O:11]CC1C=CC=CC=1)=[O:10])C1C=CC=CC=1, predict the reaction product. The product is: [P:9]([O:19][C:20]1[CH:25]=[CH:24][C:23]([CH:26]2[CH2:31][CH2:30][CH2:29][CH2:28][CH2:27]2)=[C:22]([O:32][P:33]([OH:35])([OH:43])=[O:34])[CH:21]=1)([OH:11])([OH:10])=[O:8].